Regression. Given two drug SMILES strings and cell line genomic features, predict the synergy score measuring deviation from expected non-interaction effect. From a dataset of NCI-60 drug combinations with 297,098 pairs across 59 cell lines. (1) Cell line: OVCAR-5. Drug 1: CC12CCC(CC1=CCC3C2CCC4(C3CC=C4C5=CN=CC=C5)C)O. Synergy scores: CSS=8.05, Synergy_ZIP=-2.05, Synergy_Bliss=-1.03, Synergy_Loewe=-10.4, Synergy_HSA=-2.46. Drug 2: CN1C2=C(C=C(C=C2)N(CCCl)CCCl)N=C1CCCC(=O)O.Cl. (2) Drug 1: COC1=C(C=C2C(=C1)N=CN=C2NC3=CC(=C(C=C3)F)Cl)OCCCN4CCOCC4. Drug 2: C1CN(P(=O)(OC1)NCCCl)CCCl. Cell line: HOP-92. Synergy scores: CSS=22.3, Synergy_ZIP=1.91, Synergy_Bliss=5.17, Synergy_Loewe=-17.8, Synergy_HSA=3.70. (3) Drug 1: CC12CCC(CC1=CCC3C2CCC4(C3CC=C4C5=CN=CC=C5)C)O. Drug 2: CC1=C2C(C(=O)C3(C(CC4C(C3C(C(C2(C)C)(CC1OC(=O)C(C(C5=CC=CC=C5)NC(=O)C6=CC=CC=C6)O)O)OC(=O)C7=CC=CC=C7)(CO4)OC(=O)C)O)C)OC(=O)C. Cell line: HOP-92. Synergy scores: CSS=30.8, Synergy_ZIP=5.86, Synergy_Bliss=6.29, Synergy_Loewe=-13.5, Synergy_HSA=6.63. (4) Drug 1: CNC(=O)C1=CC=CC=C1SC2=CC3=C(C=C2)C(=NN3)C=CC4=CC=CC=N4. Drug 2: C1=CN(C=N1)CC(O)(P(=O)(O)O)P(=O)(O)O. Cell line: CAKI-1. Synergy scores: CSS=3.56, Synergy_ZIP=-4.43, Synergy_Bliss=-4.95, Synergy_Loewe=-3.96, Synergy_HSA=-3.90.